This data is from NCI-60 drug combinations with 297,098 pairs across 59 cell lines. The task is: Regression. Given two drug SMILES strings and cell line genomic features, predict the synergy score measuring deviation from expected non-interaction effect. (1) Drug 1: C1=CC(=CC=C1CCCC(=O)O)N(CCCl)CCCl. Drug 2: CN(C(=O)NC(C=O)C(C(C(CO)O)O)O)N=O. Cell line: K-562. Synergy scores: CSS=12.4, Synergy_ZIP=-10.8, Synergy_Bliss=-11.2, Synergy_Loewe=-18.6, Synergy_HSA=-8.60. (2) Drug 1: C1C(C(OC1N2C=NC3=C(N=C(N=C32)Cl)N)CO)O. Drug 2: CCC1(CC2CC(C3=C(CCN(C2)C1)C4=CC=CC=C4N3)(C5=C(C=C6C(=C5)C78CCN9C7C(C=CC9)(C(C(C8N6C)(C(=O)OC)O)OC(=O)C)CC)OC)C(=O)OC)O.OS(=O)(=O)O. Cell line: A549. Synergy scores: CSS=21.9, Synergy_ZIP=-2.07, Synergy_Bliss=-5.94, Synergy_Loewe=-7.16, Synergy_HSA=-5.98. (3) Drug 1: C1CN1P(=S)(N2CC2)N3CC3. Drug 2: CC(C)(C#N)C1=CC(=CC(=C1)CN2C=NC=N2)C(C)(C)C#N. Cell line: M14. Synergy scores: CSS=8.15, Synergy_ZIP=-2.88, Synergy_Bliss=-2.61, Synergy_Loewe=-4.62, Synergy_HSA=-4.04.